This data is from Reaction yield outcomes from USPTO patents with 853,638 reactions. The task is: Predict the reaction yield, written as a fraction of the theoretical maximum amount of product (1.0 means a 100% yield; for example, 0.34 means a 34% yield). (1) The reactants are Cl[C:2]1[CH:9]=[CH:8][C:5]([C:6]#[N:7])=[CH:4][N:3]=1.C([Sn](CCCC)(CCCC)[C:15]1[O:16][C:17]([Sn](CCCC)(CCCC)CCCC)=[CH:18][CH:19]=1)CCC. The catalyst is O1CCOCC1. The product is [C:6]([C:5]1[CH:8]=[CH:9][C:2]([C:17]2[O:16][C:15]([C:2]3[CH:9]=[CH:8][C:5]([C:6]#[N:7])=[CH:4][N:3]=3)=[CH:19][CH:18]=2)=[N:3][CH:4]=1)#[N:7]. The yield is 0.850. (2) The catalyst is O. The yield is 0.800. The product is [Cl:16][C:12]1[CH:13]=[C:14]2[C:9](=[C:10]([C:17]#[C:18][C:19]3[CH:24]=[CH:23][CH:22]=[CH:21][C:20]=3[F:25])[CH:11]=1)[O:8][CH:7]([C:26]([F:28])([F:29])[F:27])[C:6]([C:4]([OH:5])=[O:3])=[CH:15]2. The reactants are C([O:3][C:4]([C:6]1[CH:7]([C:26]([F:29])([F:28])[F:27])[O:8][C:9]2[C:14]([CH:15]=1)=[CH:13][C:12]([Cl:16])=[CH:11][C:10]=2[C:17]#[C:18][C:19]1[CH:24]=[CH:23][CH:22]=[CH:21][C:20]=1[F:25])=[O:5])C.C1COCC1.CCO.O.O[Li].O.Cl. (3) The reactants are [Br:1][C:2]1[CH:3]=[CH:4][C:5](I)=[N:6][CH:7]=1.C([Mg]Cl)(C)C.CON(C)[C:17]([C:19]1[C:20]([O:25][CH3:26])=[N:21][CH:22]=[N:23][CH:24]=1)=[O:18].Cl. The catalyst is C1COCC1.C(Cl)Cl. The product is [Br:1][C:2]1[CH:3]=[CH:4][C:5]([C:17]([C:19]2[C:20]([O:25][CH3:26])=[N:21][CH:22]=[N:23][CH:24]=2)=[O:18])=[N:6][CH:7]=1. The yield is 0.610.